Dataset: Reaction yield outcomes from USPTO patents with 853,638 reactions. Task: Predict the reaction yield, written as a fraction of the theoretical maximum amount of product (1.0 means a 100% yield; for example, 0.34 means a 34% yield). (1) The reactants are [NH:1]1[CH:5]=[CH:4][C:3]([CH2:6][CH2:7][CH2:8][OH:9])=[CH:2]1. The catalyst is [Pt](=O)=O.C(O)(=O)C. The product is [NH:1]1[CH2:5][CH2:4][CH:3]([CH2:6][CH2:7][CH2:8][OH:9])[CH2:2]1. The yield is 0.850. (2) The reactants are C(OC([N:8]([CH2:39][C:40]([O:42]C(C)(C)C)=[O:41])[C:9]1[CH:14]=[CH:13][CH:12]=[C:11]([CH:15]([CH2:26][C:27]2[S:28][C:29]([C:32]([CH3:38])([CH3:37])[CH2:33][CH2:34][CH2:35][CH3:36])=[CH:30][CH:31]=2)[NH:16][S:17]([C:20]2[CH:25]=[CH:24][CH:23]=[CH:22][N:21]=2)(=[O:19])=[O:18])[N:10]=1)=O)(C)(C)C.FC(F)(F)C(O)=O. The catalyst is C(Cl)Cl. The product is [CH3:38][C:32]([C:29]1[S:28][C:27]([CH2:26][CH:15]([NH:16][S:17]([C:20]2[CH:25]=[CH:24][CH:23]=[CH:22][N:21]=2)(=[O:19])=[O:18])[C:11]2[N:10]=[C:9]([NH:8][CH2:39][C:40]([OH:42])=[O:41])[CH:14]=[CH:13][CH:12]=2)=[CH:31][CH:30]=1)([CH3:37])[CH2:33][CH2:34][CH2:35][CH3:36]. The yield is 0.910. (3) The reactants are O=C1C2C=CC=CC=2C(=O)[N:3]1[C:12]1[CH:17]=[CH:16][C:15]([C:18]([NH:20][S:21]([C:24]2[S:25][C:26]([Cl:29])=[CH:27][CH:28]=2)(=[O:23])=[O:22])=[O:19])=[CH:14][CH:13]=1.O.O.[Sn](Cl)Cl. The catalyst is CCOC(C)=O. The product is [NH2:3][C:12]1[CH:17]=[CH:16][C:15]([C:18]([NH:20][S:21]([C:24]2[S:25][C:26]([Cl:29])=[CH:27][CH:28]=2)(=[O:23])=[O:22])=[O:19])=[CH:14][CH:13]=1. The yield is 1.00. (4) The reactants are [I:1][C:2]1[CH:12]=[CH:11][C:10]2[CH:9]3[CH2:13][CH:5]([CH2:6][N:7]([C:14](=[O:19])C(F)(F)F)[CH2:8]3)[C:4]=2[CH:3]=1.[NH4+].[OH-].[C:22]([O:26]C(OC([O:26][C:22]([CH3:25])([CH3:24])[CH3:23])=O)=O)([CH3:25])([CH3:24])[CH3:23].O. The catalyst is CO. The product is [C:22]([O:26][C:14]([N:7]1[CH2:6][CH:5]2[CH2:13][CH:9]([C:10]3[CH:11]=[CH:12][C:2]([I:1])=[CH:3][C:4]=32)[CH2:8]1)=[O:19])([CH3:25])([CH3:24])[CH3:23]. The yield is 0.980. (5) The reactants are [Cl:1][C:2]1[N:3]=[C:4]([C:9]([NH:11][C@H:12]2[CH2:17][CH2:16][N:15]([C:18]3[S:19][C:20]([C:24]([O:26]CC)=[O:25])=[C:21]([CH3:23])[N:22]=3)[CH2:14][C@H:13]2[O:29][CH2:30][CH2:31][F:32])=[O:10])[NH:5][C:6]=1[CH2:7][CH3:8].[OH-].[Li+].CO. The catalyst is C1COCC1. The product is [Cl:1][C:2]1[N:3]=[C:4]([C:9]([NH:11][C@H:12]2[CH2:17][CH2:16][N:15]([C:18]3[S:19][C:20]([C:24]([OH:26])=[O:25])=[C:21]([CH3:23])[N:22]=3)[CH2:14][C@H:13]2[O:29][CH2:30][CH2:31][F:32])=[O:10])[NH:5][C:6]=1[CH2:7][CH3:8]. The yield is 0.930.